The task is: Regression. Given a peptide amino acid sequence and an MHC pseudo amino acid sequence, predict their binding affinity value. This is MHC class II binding data.. This data is from Peptide-MHC class II binding affinity with 134,281 pairs from IEDB. (1) The peptide sequence is GWDLNAASAYCSTWD. The MHC is HLA-DPA10201-DPB10501 with pseudo-sequence HLA-DPA10201-DPB10501. The binding affinity (normalized) is 0.161. (2) The peptide sequence is DVYYTSAFVFPTKDV. The MHC is DRB1_1101 with pseudo-sequence DRB1_1101. The binding affinity (normalized) is 0.188. (3) The peptide sequence is AQATAGTTVYGAFAA. The MHC is HLA-DPA10103-DPB10601 with pseudo-sequence HLA-DPA10103-DPB10601. The binding affinity (normalized) is 0.0733. (4) The peptide sequence is LTHVKINDKCPSTGE. The MHC is DRB1_0802 with pseudo-sequence DRB1_0802. The binding affinity (normalized) is 0. (5) The peptide sequence is AAATAGTTHYGAFAA. The MHC is HLA-DPA10103-DPB10401 with pseudo-sequence HLA-DPA10103-DPB10401. The binding affinity (normalized) is 0.0425. (6) The peptide sequence is AFKVAATAFNAAPAN. The MHC is DRB1_0802 with pseudo-sequence DRB1_0802. The binding affinity (normalized) is 0.738. (7) The peptide sequence is NVTENFNMWKNNMVEQMH. The MHC is HLA-DPA10103-DPB10401 with pseudo-sequence HLA-DPA10103-DPB10401. The binding affinity (normalized) is 0.647. (8) The peptide sequence is GDGFIDFNEFISFCN. The MHC is DRB1_0301 with pseudo-sequence DRB1_0301. The binding affinity (normalized) is 0.434.